Dataset: Peptide-MHC class II binding affinity with 134,281 pairs from IEDB. Task: Regression. Given a peptide amino acid sequence and an MHC pseudo amino acid sequence, predict their binding affinity value. This is MHC class II binding data. (1) The peptide sequence is ISQAVHAAHAEINEAGR. The MHC is H-2-IAu with pseudo-sequence H-2-IAu. The binding affinity (normalized) is 0.703. (2) The peptide sequence is AEHQAIIRDVLTASD. The MHC is DRB1_1501 with pseudo-sequence DRB1_1501. The binding affinity (normalized) is 0.307. (3) The peptide sequence is QPCNGVTMNDVKIEY. The MHC is HLA-DQA10102-DQB10602 with pseudo-sequence HLA-DQA10102-DQB10602. The binding affinity (normalized) is 0.439. (4) The peptide sequence is AYPSVLGQTIRNSRW. The MHC is DRB1_0101 with pseudo-sequence DRB1_0101. The binding affinity (normalized) is 0.315. (5) The peptide sequence is QPWEPLQLHVDKAVS. The MHC is DRB1_1302 with pseudo-sequence DRB1_1302. The binding affinity (normalized) is 0.395.